This data is from Reaction yield outcomes from USPTO patents with 853,638 reactions. The task is: Predict the reaction yield, written as a fraction of the theoretical maximum amount of product (1.0 means a 100% yield; for example, 0.34 means a 34% yield). The reactants are Cl[C:2]1[NH:3][C:4]([C:11]2[CH:16]=[CH:15][C:14]([CH:17]3[CH2:22][CH2:21][CH2:20][CH2:19][CH2:18]3)=[CH:13][CH:12]=2)=[CH:5][C:6]=1[C:7]([O:9][CH3:10])=[O:8].NC1OC(C2C=CC(C3CCCCC3)=CC=2)=CC=1C(OC)=O. The catalyst is CO.C(OCC)(=O)C.[C].[Pd]. The product is [CH:17]1([C:14]2[CH:15]=[CH:16][C:11]([C:4]3[NH:3][CH:2]=[C:6]([C:7]([O:9][CH3:10])=[O:8])[CH:5]=3)=[CH:12][CH:13]=2)[CH2:18][CH2:19][CH2:20][CH2:21][CH2:22]1. The yield is 0.410.